This data is from Full USPTO retrosynthesis dataset with 1.9M reactions from patents (1976-2016). The task is: Predict the reactants needed to synthesize the given product. (1) Given the product [C:19]([O:22][CH2:23][C:24]1[O:17][N:16]=[C:15]([C:14]2[CH:13]=[CH:12][C:11]([F:18])=[CH:10][CH:9]=2)[CH:25]=1)(=[O:21])[CH3:20], predict the reactants needed to synthesize it. The reactants are: ClN1C(=O)CCC1=O.[CH:9]1[C:14](/[CH:15]=[N:16]/[OH:17])=[CH:13][CH:12]=[C:11]([F:18])[CH:10]=1.[C:19]([O:22][CH2:23][C:24]#[CH:25])(=[O:21])[CH3:20].C(N(CC)CC)C. (2) Given the product [C:12]([O:15][CH2:16][C:17]([N:1]1[CH2:4][CH2:3][CH2:2]1)=[O:18])(=[O:14])[CH3:13], predict the reactants needed to synthesize it. The reactants are: [NH:1]1[CH2:4][CH2:3][CH2:2]1.C(N(CC)CC)C.[C:12]([O:15][CH2:16][C:17](Cl)=[O:18])(=[O:14])[CH3:13]. (3) Given the product [CH3:1][O:2][C:3]1[CH:28]=[C:27]([O:29][CH3:30])[CH:26]=[CH:25][C:4]=1[CH2:5][N:6]([C:20]1[S:24][N:23]=[CH:22][N:21]=1)[S:7]([C:10]1[CH:19]=[CH:18][C:13]2[N:14]([C@@H:37]([C:31]3[CH:36]=[CH:35][CH:34]=[CH:33][CH:32]=3)[CH2:38][CH2:39][OH:40])[C:15](=[O:17])[O:16][C:12]=2[CH:11]=1)(=[O:9])=[O:8], predict the reactants needed to synthesize it. The reactants are: [CH3:1][O:2][C:3]1[CH:28]=[C:27]([O:29][CH3:30])[CH:26]=[CH:25][C:4]=1[CH2:5][N:6]([C:20]1[S:24][N:23]=[CH:22][N:21]=1)[S:7]([C:10]1[CH:19]=[CH:18][C:13]2[NH:14][C:15](=[O:17])[O:16][C:12]=2[CH:11]=1)(=[O:9])=[O:8].[C:31]1([C@@H:37](O)[CH2:38][CH2:39][OH:40])[CH:36]=[CH:35][CH:34]=[CH:33][CH:32]=1.C1(P(C2C=CC=CC=2)C2C=CC=CC=2)C=CC=CC=1.CCOC(/N=N/C(OCC)=O)=O. (4) Given the product [CH3:2][NH:7][C@H:8]([C:19]([OH:21])=[O:20])[CH2:9][CH:10]1[C:18]2[C:13](=[CH:14][CH:15]=[CH:16][CH:17]=2)[NH:12][CH2:11]1, predict the reactants needed to synthesize it. The reactants are: O1CCN[C:2]1=O.[NH2:7][C@H:8]([C:19]([OH:21])=[O:20])[CH2:9][CH:10]1[C:18]2[C:13](=[CH:14][CH:15]=[CH:16][CH:17]=2)[NH:12][CH2:11]1.C([SiH](CC)CC)C.FC(F)(F)C(O)=O. (5) Given the product [S:1]1[CH:5]=[CH:4][CH:3]=[C:2]1[CH2:6][NH:7][C:8]([C:10]1[N:11]=[C:12]2[C:17]([C:18]([F:19])([F:20])[F:21])=[CH:16][C:15]([C:22](=[NH:23])[NH:26][OH:27])=[CH:14][N:13]2[C:24]=1[Cl:25])=[O:9], predict the reactants needed to synthesize it. The reactants are: [S:1]1[CH:5]=[CH:4][CH:3]=[C:2]1[CH2:6][NH:7][C:8]([C:10]1[N:11]=[C:12]2[C:17]([C:18]([F:21])([F:20])[F:19])=[CH:16][C:15]([C:22]#[N:23])=[CH:14][N:13]2[C:24]=1[Cl:25])=[O:9].[NH2:26][OH:27]. (6) Given the product [SH:12][C:11]1[NH:10][C:3]2[C:4]([F:9])=[CH:5][C:6]([F:8])=[CH:7][C:2]=2[N:1]=1, predict the reactants needed to synthesize it. The reactants are: [NH2:1][C:2]1[CH:7]=[C:6]([F:8])[CH:5]=[C:4]([F:9])[C:3]=1[NH2:10].[C:11](N1C=CN=C1)(N1C=CN=C1)=[S:12].